This data is from Forward reaction prediction with 1.9M reactions from USPTO patents (1976-2016). The task is: Predict the product of the given reaction. Given the reactants [NH:1]1[C:9]2[C:4](=[CH:5][C:6]([O:10][C:11]3[C:12]4[CH2:19][N:18](C(OC(C)(C)C)=O)[CH2:17][C:13]=4[N:14]=[CH:15][N:16]=3)=[CH:7][CH:8]=2)[CH:3]=[CH:2]1.[H-].[Na+].[CH3:29][C:30]1[O:31][C:32]2[CH:38]=[CH:37][C:36]([NH:39][C:40](=O)[O:41]C3C=CC=CC=3)=[CH:35][C:33]=2[CH:34]=1, predict the reaction product. The product is: [CH3:29][C:30]1[O:31][C:32]2[CH:38]=[CH:37][C:36]([NH:39][C:40]([N:1]3[C:9]4[C:8](=[CH:7][C:6]([O:10][C:11]5[C:12]6[CH2:19][NH:18][CH2:17][C:13]=6[N:14]=[CH:15][N:16]=5)=[CH:5][CH:4]=4)[CH:3]=[CH:2]3)=[O:41])=[CH:35][C:33]=2[CH:34]=1.